Dataset: Forward reaction prediction with 1.9M reactions from USPTO patents (1976-2016). Task: Predict the product of the given reaction. (1) Given the reactants [Br:1][C:2]1[N:3]=[C:4]([C:9]#[C:10][C:11]2[CH:16]=[CH:15][C:14]([O:17][CH3:18])=[CH:13][CH:12]=2)[C:5]([NH2:8])=[N:6][CH:7]=1.C(C1C=CC(OC)=CC=1)#C.BrC1C(N)=NC=C(Br)N=1.[H-].[Na+].[CH3:40][Si:41]([CH3:48])([CH3:47])[CH2:42][CH2:43][O:44][CH2:45]Cl, predict the reaction product. The product is: [Br:1][C:2]1[N:3]=[C:4]2[CH:9]=[C:10]([C:11]3[CH:16]=[CH:15][C:14]([O:17][CH3:18])=[CH:13][CH:12]=3)[N:8]([CH2:45][O:44][CH2:43][CH2:42][Si:41]([CH3:48])([CH3:47])[CH3:40])[C:5]2=[N:6][CH:7]=1. (2) Given the reactants [Cl:1][C:2]1[CH:26]=[CH:25][C:5]([C:6]([NH:8][CH:9]([CH2:13][C:14]2[C:23]3[C:18](=[CH:19][CH:20]=[CH:21][CH:22]=3)[NH:17][C:16](=[O:24])[CH:15]=2)[C:10]([OH:12])=[S:11])=[O:7])=[CH:4][CH:3]=1.[Cl:27][C:28]1[CH:29]=[C:30]([CH:33]=[CH:34][CH:35]=1)[CH2:31]Br, predict the reaction product. The product is: [Cl:1][C:2]1[CH:3]=[CH:4][C:5]([C:6]([NH:8][CH:9]([CH2:13][C:14]2[C:23]3[C:18](=[CH:19][CH:20]=[CH:21][CH:22]=3)[NH:17][C:16](=[O:24])[CH:15]=2)[C:10]([S:11][CH2:31][C:30]2[CH:33]=[CH:34][CH:35]=[C:28]([Cl:27])[CH:29]=2)=[O:12])=[O:7])=[CH:25][CH:26]=1. (3) Given the reactants CON(C)[C:4]([C:6]1[CH:11]=[C:10]([C:12]([F:15])([F:14])[F:13])[N:9]=[C:8](/[CH:16]=[CH:17]/[CH2:18][NH:19][C:20](=[O:23])[O:21][CH3:22])[CH:7]=1)=[O:5].Cl.O1CCC[CH2:27]1, predict the reaction product. The product is: [C:4]([C:6]1[CH:11]=[C:10]([C:12]([F:13])([F:14])[F:15])[N:9]=[C:8](/[CH:16]=[CH:17]/[CH2:18][NH:19][C:20](=[O:23])[O:21][CH3:22])[CH:7]=1)(=[O:5])[CH3:27]. (4) Given the reactants [C:1]1([C:7]2[N:11]([CH2:12][C:13]3[CH:18]=[CH:17][C:16]([C:19]([F:22])([F:21])[F:20])=[CH:15][CH:14]=3)[C:10]([C:23]3[CH:24]=[C:25]4[C:30](=[CH:31][CH:32]=3)[CH:29]=[C:28]([OH:33])[CH:27]=[CH:26]4)=[CH:9][CH:8]=2)[CH:6]=[CH:5][CH:4]=[CH:3][CH:2]=1.Br[CH2:35][C:36]([O:38][CH3:39])=[O:37].C(=O)([O-])[O-].[Cs+].[Cs+], predict the reaction product. The product is: [C:1]1([C:7]2[N:11]([CH2:12][C:13]3[CH:14]=[CH:15][C:16]([C:19]([F:22])([F:21])[F:20])=[CH:17][CH:18]=3)[C:10]([C:23]3[CH:24]=[C:25]4[C:30](=[CH:31][CH:32]=3)[CH:29]=[C:28]([O:33][CH2:35][C:36]([O:38][CH3:39])=[O:37])[CH:27]=[CH:26]4)=[CH:9][CH:8]=2)[CH:2]=[CH:3][CH:4]=[CH:5][CH:6]=1.